From a dataset of Reaction yield outcomes from USPTO patents with 853,638 reactions. Predict the reaction yield, written as a fraction of the theoretical maximum amount of product (1.0 means a 100% yield; for example, 0.34 means a 34% yield). The reactants are [C:1]([C:3]([C:6]1[CH:7]=[C:8]([CH:12]=[CH:13][CH:14]=1)[C:9]([OH:11])=O)([CH3:5])[CH3:4])#[N:2].CN(C(ON1N=NC2C=CC=CC1=2)=[N+](C)C)C.[B-](F)(F)(F)F.CCN(C(C)C)C(C)C.[CH3:46][C:47]1[CH:53]=[CH:52][C:50]([NH2:51])=[CH:49][C:48]=1[N+:54]([O-:56])=[O:55].C(O)(=O)CC(CC(O)=O)(C(O)=O)O. The catalyst is CN(C=O)C. The product is [C:1]([C:3]([C:6]1[CH:7]=[C:8]([CH:12]=[CH:13][CH:14]=1)[C:9]([NH:51][C:50]1[CH:52]=[CH:53][C:47]([CH3:46])=[C:48]([N+:54]([O-:56])=[O:55])[CH:49]=1)=[O:11])([CH3:4])[CH3:5])#[N:2]. The yield is 0.630.